Dataset: Forward reaction prediction with 1.9M reactions from USPTO patents (1976-2016). Task: Predict the product of the given reaction. (1) Given the reactants [O:1]=[S:2]1(=[O:23])[CH2:6][C:5]2[CH:7]=[C:8]([C:11]3[C:20]4[C:15](=[CH:16][CH:17]=C(C#N)[CH:19]=4)[CH:14]=[N:13][CH:12]=3)[CH:9]=[CH:10][C:4]=2[NH:3]1.[OH-:24].[Na+].Cl.[O:27]1[CH2:32][CH2:31]OCC1, predict the reaction product. The product is: [O:1]=[S:2]1(=[O:23])[CH2:6][C:5]2[CH:7]=[C:8]([C:11]3[C:20]4[C:15](=[CH:16][CH:17]=[C:31]([C:32]([OH:27])=[O:24])[CH:19]=4)[CH:14]=[N:13][CH:12]=3)[CH:9]=[CH:10][C:4]=2[NH:3]1. (2) Given the reactants [CH3:1][C@@H:2]1[CH2:6][CH2:5][CH2:4][N:3]1[CH2:7][CH2:8][C:9]1[CH:14]=[CH:13][C:12]([C:15]2[CH:16]=[C:17]3[C:21](=[CH:22][CH:23]=2)[CH2:20][NH:19][CH2:18]3)=[CH:11][CH:10]=1.[C:24](Cl)(=[O:31])[C:25]1[CH:30]=[CH:29][CH:28]=[N:27][CH:26]=1, predict the reaction product. The product is: [CH3:1][C@@H:2]1[CH2:6][CH2:5][CH2:4][N:3]1[CH2:7][CH2:8][C:9]1[CH:10]=[CH:11][C:12]([C:15]2[CH:16]=[C:17]3[C:21](=[CH:22][CH:23]=2)[CH2:20][N:19]([C:24]([C:25]2[CH:26]=[N:27][CH:28]=[CH:29][CH:30]=2)=[O:31])[CH2:18]3)=[CH:13][CH:14]=1. (3) Given the reactants [CH2:1]([N:5]1[C:10](=[O:11])[CH2:9][NH:8][C:7]([C:12]2[CH:17]=[CH:16][CH:15]=[CH:14][C:13]=2[OH:18])=N1)[CH2:2][CH2:3][CH3:4].[CH2:19](N(CC)CC)C.Cl[C:27](Cl)([O:29]C(=O)OC(Cl)(Cl)Cl)Cl, predict the reaction product. The product is: [CH2:1]([N:5]1[CH:19]=[C:7]2[N:8]([C:27](=[O:29])[O:18][C:13]3[C:12]2=[CH:17][CH:16]=[CH:15][CH:14]=3)[CH2:9][C:10]1=[O:11])[CH2:2][CH2:3][CH3:4]. (4) Given the reactants [CH2:1]([CH:3]([CH2:7][CH3:8])[C:4](Cl)=[O:5])[CH3:2].[Al+3].[Cl-].[Cl-].[Cl-].[CH3:13][C:14]1[CH:19]=[CH:18][CH:17]=[C:16]([CH3:20])[C:15]=1[C:21]1[CH:22]=[C:23]2[CH:29]=[CH:28][NH:27][C:24]2=[CH:25][N:26]=1.[Na+].[Cl-], predict the reaction product. The product is: [CH3:13][C:14]1[CH:19]=[CH:18][CH:17]=[C:16]([CH3:20])[C:15]=1[C:21]1[CH:22]=[C:23]2[C:29]([C:4](=[O:5])[CH:3]([CH2:7][CH3:8])[CH2:1][CH3:2])=[CH:28][NH:27][C:24]2=[CH:25][N:26]=1.